Dataset: Catalyst prediction with 721,799 reactions and 888 catalyst types from USPTO. Task: Predict which catalyst facilitates the given reaction. Reactant: [F:1][C:2]1[CH:3]=[CH:4][C:5]([CH3:9])=[C:6]([OH:8])[CH:7]=1.C(P(CCCC)CCCC)CCC.O[CH2:24][C:25]1[C:34]([C:35]2[CH:40]=[CH:39][C:38]([O:41]COCC3C=CC=CC=3)=[CH:37][C:36]=2[O:51][CH3:52])=[CH:33][CH:32]=[C:31]2[C:26]=1[C:27]([CH3:55])=[CH:28][C:29]([CH3:54])([CH3:53])[NH:30]2.N(C(OC(C)C)=O)=NC(OC(C)C)=O.[ClH:70].C(OCC)(=O)C. Product: [ClH:70].[F:1][C:2]1[CH:3]=[CH:4][C:5]([CH3:9])=[C:6]([CH:7]=1)[O:8][CH2:24][C:25]1[C:34]([C:35]2[CH:40]=[CH:39][C:38]([OH:41])=[CH:37][C:36]=2[O:51][CH3:52])=[CH:33][CH:32]=[C:31]2[C:26]=1[C:27]([CH3:55])=[CH:28][C:29]([CH3:54])([CH3:53])[NH:30]2. The catalyst class is: 83.